From a dataset of Full USPTO retrosynthesis dataset with 1.9M reactions from patents (1976-2016). Predict the reactants needed to synthesize the given product. Given the product [CH:25]1[C:26]2[C:21](=[CH:20][CH:19]=[C:18]([N:7]3[C:8]4[CH:9]=[CH:10][CH:11]=[CH:12][C:13]=4[C:14]4[CH2:1][N:2]5[CH2:3][CH2:4][CH:5]([C:6]3=4)[CH2:15][CH2:16]5)[CH:27]=2)[CH:22]=[CH:23][N:24]=1, predict the reactants needed to synthesize it. The reactants are: [CH2:1]1[C:14]2[C:13]3[CH:12]=[CH:11][CH:10]=[CH:9][C:8]=3[NH:7][C:6]=2[CH:5]2[CH2:15][CH2:16][N:2]1[CH2:3][CH2:4]2.Br[C:18]1[CH:27]=[C:26]2[C:21]([CH:22]=[CH:23][N:24]=[CH:25]2)=[CH:20][CH:19]=1.